From a dataset of Catalyst prediction with 721,799 reactions and 888 catalyst types from USPTO. Predict which catalyst facilitates the given reaction. (1) Reactant: [Br:1][C:2]1[CH:7]=[CH:6][C:5]([OH:8])=[CH:4][CH:3]=1.C(=O)([O-])[O-].[K+].[K+].[Br:15][CH2:16][CH2:17][CH2:18]Br.O. Product: [Br:1][C:2]1[CH:7]=[CH:6][C:5]([O:8][CH2:18][CH2:17][CH2:16][Br:15])=[CH:4][CH:3]=1. The catalyst class is: 3. (2) Reactant: [F:1][C:2]1[CH:7]=[CH:6][C:5](SC2C=CC=CC=2C=O)=[CH:4][CH:3]=1.Cl[C:18]1[CH:19]=[C:20]([CH:25]=[CH:26][CH:27]=1)[C:21]([O:23]O)=O.[S:28]([O-:32])([O-])(=[O:30])=S.[Na+].[Na+]. Product: [F:1][C:2]1[CH:7]=[CH:6][C:5]([S:28]([C:19]2[CH:18]=[CH:27][CH:26]=[CH:25][C:20]=2[CH:21]=[O:23])(=[O:32])=[O:30])=[CH:4][CH:3]=1. The catalyst class is: 4. (3) Reactant: C(OP([CH2:9][C:10]1[CH:15]=[CH:14][CH:13]=[C:12]([O:16][C:17]2[CH:22]=[CH:21][C:20]([C:23]([F:26])([F:25])[F:24])=[CH:19][N:18]=2)[CH:11]=1)(=O)OCC)C.C(O[K])(C)(C)C.O=[C:34]1[CH2:39][CH2:38][N:37]([C:40]([O:42][C:43]([CH3:46])([CH3:45])[CH3:44])=[O:41])[CH2:36][CH2:35]1.P(=O)([O-])[O-]. Product: [C:43]([O:42][C:40]([N:37]1[CH2:38][CH2:39][C:34](=[CH:9][C:10]2[CH:15]=[CH:14][CH:13]=[C:12]([O:16][C:17]3[CH:22]=[CH:21][C:20]([C:23]([F:24])([F:25])[F:26])=[CH:19][N:18]=3)[CH:11]=2)[CH2:35][CH2:36]1)=[O:41])([CH3:46])([CH3:44])[CH3:45]. The catalyst class is: 7. (4) Reactant: [OH:1][NH:2][C:3]([O:5][C:6]([CH3:9])([CH3:8])[CH3:7])=[O:4].[OH-].[Na+].Br[CH2:13][C:14]([C:16]1[CH:21]=[CH:20][CH:19]=[CH:18][CH:17]=1)=[CH2:15]. Product: [C:6]([O:5][C:3]([NH:2][O:1][CH2:15][C:14]([C:16]1[CH:21]=[CH:20][CH:19]=[CH:18][CH:17]=1)=[CH2:13])=[O:4])([CH3:9])([CH3:8])[CH3:7]. The catalyst class is: 5. (5) Reactant: [Li].C1C2C(=CC=CC=2)C=CC=1.[NH2:12][C@@H:13]1[CH2:19][CH2:18][C@@H:17]2[N:20]([CH2:21][C:22]3[CH:27]=[CH:26][CH:25]=[CH:24][CH:23]=3)[C@@:14]1([C:37]1[CH:42]=[CH:41][CH:40]=[CH:39][CH:38]=1)[CH2:15][C@H:16]2S(C1C=CC=CC=1)(=O)=O. Product: [NH2:12][C@@H:13]1[CH2:19][CH2:18][C@@H:17]2[N:20]([CH2:21][C:22]3[CH:23]=[CH:24][CH:25]=[CH:26][CH:27]=3)[C@@:14]1([C:37]1[CH:42]=[CH:41][CH:40]=[CH:39][CH:38]=1)[CH2:15][CH2:16]2. The catalyst class is: 7. (6) Reactant: Cl[CH2:2][CH2:3][CH2:4][O:5][C:6]1[CH:11]=[CH:10][C:9]([N:12]2[CH2:17][CH2:16][N:15]([C:18]([O:20][C:21]([CH3:24])([CH3:23])[CH3:22])=[O:19])[CH2:14][C:13]2=[O:25])=[CH:8][CH:7]=1.[I-].[Na+].[NH:28]1[CH2:33][CH2:32][CH2:31][CH2:30][CH2:29]1. Product: [O:25]=[C:13]1[N:12]([C:9]2[CH:10]=[CH:11][C:6]([O:5][CH2:4][CH2:3][CH2:2][N:28]3[CH2:33][CH2:32][CH2:31][CH2:30][CH2:29]3)=[CH:7][CH:8]=2)[CH2:17][CH2:16][N:15]([C:18]([O:20][C:21]([CH3:24])([CH3:23])[CH3:22])=[O:19])[CH2:14]1. The catalyst class is: 21. (7) Reactant: [O:1]=[C:2]1[C:10]2[C:5](=[CH:6][CH:7]=[CH:8][CH:9]=2)[C:4](=[O:11])[N:3]1[CH2:12]/[CH:13]=[C:14](\[CH3:20])/[C:15]([O:17][CH2:18][CH3:19])=[O:16]. Product: [O:1]=[C:2]1[C:10]2[C:5](=[CH:6][CH:7]=[CH:8][CH:9]=2)[C:4](=[O:11])[N:3]1[CH2:12][CH2:13][CH:14]([CH3:20])[C:15]([O:17][CH2:18][CH3:19])=[O:16]. The catalyst class is: 19.